From a dataset of Peptide-MHC class I binding affinity with 185,985 pairs from IEDB/IMGT. Regression. Given a peptide amino acid sequence and an MHC pseudo amino acid sequence, predict their binding affinity value. This is MHC class I binding data. The peptide sequence is RAFDIYNEK. The MHC is HLA-A03:01 with pseudo-sequence HLA-A03:01. The binding affinity (normalized) is 0.780.